From a dataset of Reaction yield outcomes from USPTO patents with 853,638 reactions. Predict the reaction yield, written as a fraction of the theoretical maximum amount of product (1.0 means a 100% yield; for example, 0.34 means a 34% yield). (1) The reactants are Cl.[Br:2][C:3]1[CH:8]=[CH:7][C:6]([C:9]2[N:13]([CH2:14][C@@H:15]3[CH2:19][CH2:18][NH:17][CH2:16]3)[C:12](=[O:20])[C:11]3([CH2:24][CH2:23][CH2:22][CH2:21]3)[N:10]=2)=[CH:5][CH:4]=1.CCN(C(C)C)C(C)C.[CH:34]1([C:37](Cl)=[O:38])[CH2:36][CH2:35]1. The catalyst is C(Cl)Cl. The product is [Br:2][C:3]1[CH:8]=[CH:7][C:6]([C:9]2[N:13]([CH2:14][C@@H:15]3[CH2:19][CH2:18][N:17]([C:37]([CH:34]4[CH2:36][CH2:35]4)=[O:38])[CH2:16]3)[C:12](=[O:20])[C:11]3([CH2:24][CH2:23][CH2:22][CH2:21]3)[N:10]=2)=[CH:5][CH:4]=1. The yield is 0.990. (2) The reactants are [CH2:1]([SH:3])[CH3:2].F[C:5]1[CH:12]=[CH:11][C:10]([N+:13]([O-:15])=[O:14])=[CH:9][C:6]=1[C:7]#[N:8].C(N(CC)CC)C.C1C=C(Cl)C=C(C(OO)=[O:31])C=1.[OH2:34]. The catalyst is CN(C=O)C.C(Cl)Cl. The product is [CH2:1]([S:3]([C:5]1[CH:12]=[CH:11][C:10]([N+:13]([O-:15])=[O:14])=[CH:9][C:6]=1[C:7]#[N:8])(=[O:31])=[O:34])[CH3:2]. The yield is 0.800. (3) The reactants are [H-].[Na+].[F:3][C:4]1[CH:12]=[C:11]2[C:7]([C:8](=[O:14])[C:9](=[O:13])[NH:10]2)=[CH:6][CH:5]=1.[CH3:15][O:16][C:17](=[O:26])[CH:18](Br)[CH2:19][CH:20]1[CH2:24][CH2:23][CH2:22][CH2:21]1. The catalyst is CN(C)C=O.O. The product is [CH3:15][O:16][C:17](=[O:26])[CH:18]([N:10]1[C:11]2[C:7](=[CH:6][CH:5]=[C:4]([F:3])[CH:12]=2)[C:8](=[O:14])[C:9]1=[O:13])[CH2:19][CH:20]1[CH2:21][CH2:22][CH2:23][CH2:24]1. The yield is 0.520. (4) The reactants are [N:1]1([CH2:6][C:7]2[CH:12]=[CH:11][N:10]3[CH:13]=[CH:14][N:15]=[C:9]3[N:8]=2)[CH:5]=[N:4][CH:3]=[N:2]1.[Br-:16].[K+].C([O-])(=O)C.[Na+].BrBr. The catalyst is CO. The product is [Br:16][C:13]1[N:10]2[CH:11]=[CH:12][C:7]([CH2:6][N:1]3[CH:5]=[N:4][CH:3]=[N:2]3)=[N:8][C:9]2=[N:15][CH:14]=1. The yield is 0.970. (5) The reactants are Cl.O.O.[CH2:4]=[C:5]1[C:10](=[O:11])[CH:9]2[CH2:12][CH2:13][N:6]1[CH2:7][CH2:8]2.C([O-])([O-])=O.[K+].[K+].C(Cl)Cl. The catalyst is O. The product is [CH2:4]=[C:5]1[C:10](=[O:11])[CH:9]2[CH2:12][CH2:13][N:6]1[CH2:7][CH2:8]2. The yield is 0.880. (6) The reactants are Br[C:2]1[CH:3]=[C:4]2[C:14](=[CH:15][CH:16]=1)[O:13][C:7]1([CH2:12][CH2:11][O:10][CH2:9][CH2:8]1)[CH2:6][C:5]2=[O:17].[C:18]([C:20]1[CH:21]=[C:22](B(O)O)[CH:23]=[CH:24][CH:25]=1)#[N:19].C([O-])([O-])=O.[Cs+].[Cs+]. The catalyst is O1CCOCC1.Cl[Pd](Cl)([P](C1C=CC=CC=1)(C1C=CC=CC=1)C1C=CC=CC=1)[P](C1C=CC=CC=1)(C1C=CC=CC=1)C1C=CC=CC=1. The product is [O:17]=[C:5]1[C:4]2[C:14](=[CH:15][CH:16]=[C:2]([C:24]3[CH:25]=[C:20]([CH:21]=[CH:22][CH:23]=3)[C:18]#[N:19])[CH:3]=2)[O:13][C:7]2([CH2:12][CH2:11][O:10][CH2:9][CH2:8]2)[CH2:6]1. The yield is 0.430.